This data is from Reaction yield outcomes from USPTO patents with 853,638 reactions. The task is: Predict the reaction yield, written as a fraction of the theoretical maximum amount of product (1.0 means a 100% yield; for example, 0.34 means a 34% yield). (1) The product is [C:1]1([CH3:17])[CH:2]=[CH:3][C:4]([S:7]([CH2:10][C@H:11]2[N:15]([CH3:18])[C:14](=[O:16])[CH2:13][CH2:12]2)(=[O:9])=[O:8])=[CH:5][CH:6]=1. The yield is 0.400. The reactants are [C:1]1([CH3:17])[CH:6]=[CH:5][C:4]([S:7]([CH2:10][C@H:11]2[NH:15][C:14](=[O:16])[CH2:13][CH2:12]2)(=[O:9])=[O:8])=[CH:3][CH:2]=1.[CH:18]([N-]C(C)C)(C)C.[Li+].CI. The catalyst is C1COCC1. (2) The reactants are [N:1]([O-])=O.[Na+].[F:5][C:6]1([F:16])[O:10][C:9]2[CH:11]=[CH:12][CH:13]=[C:14]([NH2:15])[C:8]=2[O:7]1.Cl.[CH3:18][C:19](=[O:24])[CH2:20][C:21](=[O:23])[CH3:22].C([O-])(=O)C.[Na+]. The catalyst is O.CO. The product is [F:16][C:6]1([F:5])[O:10][C:9]2[CH:11]=[CH:12][CH:13]=[C:14]([NH:15][N:1]=[C:20]([C:19](=[O:24])[CH3:18])[C:21](=[O:23])[CH3:22])[C:8]=2[O:7]1. The yield is 0.900. (3) The reactants are [NH2:1][CH:2](C)[CH2:3][CH2:4][CH2:5][CH2:6][C:7]([OH:9])=[O:8].[C:11](O[C:11]([O:13][C:14]([CH3:17])([CH3:16])[CH3:15])=[O:12])([O:13][C:14]([CH3:17])([CH3:16])[CH3:15])=[O:12]. The catalyst is ClCCl. The product is [C:14]([O:13][C:11]([NH:1][CH2:2][CH2:3][CH2:4][CH2:5][CH2:6][C:7]([OH:9])=[O:8])=[O:12])([CH3:17])([CH3:16])[CH3:15]. The yield is 1.15. (4) The reactants are [O:1]1[C:5]2[CH:6]=[CH:7][CH:8]=[CH:9][C:4]=2[CH:3]=[C:2]1[C:10]1[CH:11]=[C:12]2[C:17](=[CH:18][CH:19]=1)[N:16]=[C:15]([C:20]([F:23])([F:22])[F:21])[CH:14]=[C:13]2[OH:24].C([O-])([O-])=O.[Cs+].[Cs+].Br[CH2:32][C:33]#[N:34]. The catalyst is CC(C)=O.CCOC(C)=O. The product is [O:1]1[C:5]2[CH:6]=[CH:7][CH:8]=[CH:9][C:4]=2[CH:3]=[C:2]1[C:10]1[CH:11]=[C:12]2[C:17](=[CH:18][CH:19]=1)[N:16]=[C:15]([C:20]([F:22])([F:21])[F:23])[CH:14]=[C:13]2[O:24][CH2:32][C:33]#[N:34]. The yield is 0.820.